This data is from Catalyst prediction with 721,799 reactions and 888 catalyst types from USPTO. The task is: Predict which catalyst facilitates the given reaction. (1) Reactant: [O:1]1[CH:5]=[CH:4][CH:3]=[C:2]1[CH2:6][NH:7][C:8]1[C:13]([C:14]([OH:16])=O)=[CH:12][N:11]=[C:10]([S:17][CH3:18])[N:9]=1.[NH:19]1[CH2:23][CH2:22][CH:21]([NH:24]C(=O)OC(C)(C)C)[CH2:20]1.C1C=CC2N(O)N=NC=2C=1.CCN=C=NCCCN(C)C.Cl.C(=O)([O-])O.[Na+]. Product: [NH2:24][CH:21]1[CH2:22][CH2:23][N:19]([C:14]([C:13]2[C:8]([NH:7][CH2:6][C:2]3[O:1][CH:5]=[CH:4][CH:3]=3)=[N:9][C:10]([S:17][CH3:18])=[N:11][CH:12]=2)=[O:16])[CH2:20]1. The catalyst class is: 3. (2) Reactant: O[CH2:2][C:3]1[CH:8]=[C:7]([I:9])[CH:6]=[CH:5][C:4]=1[OH:10].[BrH:11].[C:12]1([P:18]([C:25]2[CH:30]=[CH:29][CH:28]=[CH:27][CH:26]=2)[C:19]2[CH:24]=[CH:23][CH:22]=[CH:21][CH:20]=2)[CH:17]=[CH:16][CH:15]=[CH:14][CH:13]=1. Product: [Br-:11].[OH:10][C:4]1[CH:5]=[CH:6][C:7]([I:9])=[CH:8][C:3]=1[CH2:2][P+:18]([C:19]1[CH:20]=[CH:21][CH:22]=[CH:23][CH:24]=1)([C:25]1[CH:30]=[CH:29][CH:28]=[CH:27][CH:26]=1)[C:12]1[CH:13]=[CH:14][CH:15]=[CH:16][CH:17]=1. The catalyst class is: 10. (3) The catalyst class is: 268. Reactant: [CH3:1][Si:2](Cl)([CH3:4])[CH3:3].[CH3:6][O:7][C:8](=[O:14])[C:9]([CH3:13])([CH3:12])[CH2:10][OH:11].C(N(CC)CC)C. Product: [CH3:6][O:7][C:8](=[O:14])[C:9]([CH3:13])([CH3:12])[CH2:10][O:11][Si:2]([CH3:4])([CH3:3])[CH3:1]. (4) Reactant: [CH2:1]([NH:3][CH2:4][C:5]1([OH:18])[CH2:10][CH2:9][N:8]([C:11]([O:13][C:14]([CH3:17])([CH3:16])[CH3:15])=[O:12])[CH2:7][CH2:6]1)[CH3:2].C(N(CC)CC)C.[Cl:26][CH2:27][C:28](Cl)=[O:29]. Product: [Cl:26][CH2:27][C:28]([N:3]([CH2:4][C:5]1([OH:18])[CH2:10][CH2:9][N:8]([C:11]([O:13][C:14]([CH3:17])([CH3:16])[CH3:15])=[O:12])[CH2:7][CH2:6]1)[CH2:1][CH3:2])=[O:29]. The catalyst class is: 4. (5) Reactant: Cl[C:2]1[N:7]=[C:6]([C:8]2[CH:9]=[CH:10][C:11]([O:16][CH:17]3[CH2:22][CH2:21][O:20][CH2:19][CH2:18]3)=[C:12]([CH:15]=2)[C:13]#[N:14])[CH:5]=[CH:4][N:3]=1.[NH2:23][C:24]1[S:28][C:27]([C:29]([N:31]2[CH2:36][CH2:35][N:34]([CH2:37][CH2:38][OH:39])[CH2:33][CH2:32]2)=[O:30])=[CH:26][CH:25]=1.P([O-])([O-])([O-])=O.[K+].[K+].[K+].CC1(C)C2C(=C(P(C3C=CC=CC=3)C3C=CC=CC=3)C=CC=2)OC2C(P(C3C=CC=CC=3)C3C=CC=CC=3)=CC=CC1=2. Product: [OH:39][CH2:38][CH2:37][N:34]1[CH2:35][CH2:36][N:31]([C:29]([C:27]2[S:28][C:24]([NH:23][C:2]3[N:7]=[C:6]([C:8]4[CH:9]=[CH:10][C:11]([O:16][CH:17]5[CH2:22][CH2:21][O:20][CH2:19][CH2:18]5)=[C:12]([CH:15]=4)[C:13]#[N:14])[CH:5]=[CH:4][N:3]=3)=[CH:25][CH:26]=2)=[O:30])[CH2:32][CH2:33]1. The catalyst class is: 102.